Dataset: Full USPTO retrosynthesis dataset with 1.9M reactions from patents (1976-2016). Task: Predict the reactants needed to synthesize the given product. (1) The reactants are: Br[CH2:2][C:3]1[N:7]([CH2:8][CH3:9])[N:6]([CH:10]2[CH2:15][CH2:14][CH2:13][CH2:12][CH2:11]2)[C:5](=[O:16])[C:4]=1[Cl:17].[Cl:18][C:19]1[CH:20]=[CH:21][C:22]([O:31][CH3:32])=[C:23]([N:25]2[CH2:30][CH2:29][NH:28][CH2:27][CH2:26]2)[CH:24]=1.C(=O)([O-])[O-].[K+].[K+]. Given the product [Cl:17][C:4]1[C:5](=[O:16])[N:6]([CH:10]2[CH2:15][CH2:14][CH2:13][CH2:12][CH2:11]2)[N:7]([CH2:8][CH3:9])[C:3]=1[CH2:2][N:28]1[CH2:27][CH2:26][N:25]([C:23]2[CH:24]=[C:19]([Cl:18])[CH:20]=[CH:21][C:22]=2[O:31][CH3:32])[CH2:30][CH2:29]1, predict the reactants needed to synthesize it. (2) Given the product [C:7]1([C:4]2[CH:5]=[CH:6][N:2]([NH:1][C:50](=[O:51])[C:49]3[CH:53]=[C:45]([S:41](=[O:43])(=[O:44])[NH2:42])[CH:46]=[N:47][CH:48]=3)[C:3]=2[C:13]([O:15][CH3:16])=[O:14])[CH:12]=[CH:11][CH:10]=[CH:9][CH:8]=1, predict the reactants needed to synthesize it. The reactants are: [NH2:1][N:2]1[CH:6]=[CH:5][C:4]([C:7]2[CH:12]=[CH:11][CH:10]=[CH:9][CH:8]=2)=[C:3]1[C:13]([O:15][CH3:16])=[O:14].CN(C(ON1N=NC2C=CC=NC1=2)=[N+](C)C)C.F[P-](F)(F)(F)(F)F.[S:41]([C:45]1[CH:46]=[N:47][CH:48]=[C:49]([CH:53]=1)[C:50](O)=[O:51])(=[O:44])(=[O:43])[NH2:42]. (3) The reactants are: [NH2:1][C:2]1[S:3][CH:4]=[C:5](/[C:7](=[N:57]/[O:58][C:59]2([C:62]([OH:64])=[O:63])[CH2:61][CH2:60]2)/[C:8]([NH:10][C@@H:11]2[C:14](=[O:15])[N:13]([S:16]([OH:19])(=[O:18])=[O:17])[C@@H:12]2[CH2:20][N:21]2[N:25]=[C:24]([CH2:26][NH:27]/[C:28](=[N:48]/C(OC(C)(C)C)=O)/[N:29](C(OC(C)(C)C)=O)[CH2:30][CH2:31][CH2:32][NH:33]C(=O)OC(C)(C)C)[C:23]([CH3:56])=[N:22]2)=[O:9])[N:6]=1.C1(OC)C=CC=CC=1.C(O)(C(F)(F)F)=O. Given the product [NH2:33][CH2:32][CH2:31][CH2:30][NH:29][C:28](=[NH:48])[NH:27][CH2:26][C:24]1[C:23]([CH3:56])=[N:22][N:21]([CH2:20][C@@H:12]2[C@H:11]([NH:10][C:8](=[O:9])/[C:7](=[N:57]\[O:58][C:59]3([C:62]([OH:64])=[O:63])[CH2:61][CH2:60]3)/[C:5]3[N:6]=[C:2]([NH2:1])[S:3][CH:4]=3)[C:14](=[O:15])[N:13]2[S:16]([OH:19])(=[O:18])=[O:17])[N:25]=1, predict the reactants needed to synthesize it. (4) The reactants are: [NH2:1][C:2]1[C:7]([C:8]#[N:9])=[C:6]([C:10]2[S:14][CH:13]=[N:12][CH:11]=2)[C:5]([C:15]#[N:16])=[C:4]([SH:17])[N:3]=1.Cl[CH2:19][C:20]1[N:21]=[C:22]([C:25]2[CH:30]=[CH:29][C:28]([Cl:31])=[CH:27][CH:26]=2)[O:23][CH:24]=1.C(=O)(O)[O-].[Na+].O. Given the product [NH2:1][C:2]1[C:7]([C:8]#[N:9])=[C:6]([C:10]2[S:14][CH:13]=[N:12][CH:11]=2)[C:5]([C:15]#[N:16])=[C:4]([S:17][CH2:19][C:20]2[N:21]=[C:22]([C:25]3[CH:30]=[CH:29][C:28]([Cl:31])=[CH:27][CH:26]=3)[O:23][CH:24]=2)[N:3]=1, predict the reactants needed to synthesize it. (5) Given the product [CH2:32]([N:34](/[CH:18]=[C:17]1/[C:23](=[O:24])[O:25][C@H:26]([CH2:27][O:28][CH3:29])[C@@:15]2([CH3:30])[C:16]/1=[C:20]([OH:19])[C:21](=[O:22])[C:13]1[C@H:8]3[C@:7]([CH3:31])([CH2:6][C@@H:5]([OH:4])[C:14]2=1)[C@@H:11]([OH:12])[CH2:10][CH2:9]3)[CH2:35][CH3:36])[CH3:33], predict the reactants needed to synthesize it. The reactants are: CC([O:4][C@H:5]1[C:14]2[C@@:15]3([CH3:30])[C@@H:26]([CH2:27][O:28][CH3:29])[O:25][C:23](=[O:24])[C:17]4=[CH:18][O:19][C:20]([C:21](=[O:22])[C:13]=2[C@@H:8]2[CH2:9][CH2:10][C@H:11]([OH:12])[C@@:7]2([CH3:31])[CH2:6]1)=[C:16]34)=O.[CH2:32]([NH:34][CH2:35][CH3:36])[CH3:33]. (6) Given the product [CH3:68][N:69]1[CH2:74][CH2:73][N:72]([C:32]([C:29]2[CH:30]=[CH:31][C:19]3[C:18]4[C:23](=[N:24][CH:25]=[CH:26][C:17]=4[NH:16][C:13]4[CH:12]=[CH:11][C:10]([NH:9][C:1](=[O:8])[C:2]5[CH:3]=[CH:4][CH:5]=[CH:6][CH:7]=5)=[CH:15][CH:14]=4)[NH:22][C:21](=[O:27])[C:20]=3[CH:28]=2)=[O:33])[CH2:71][CH2:70]1, predict the reactants needed to synthesize it. The reactants are: [C:1]([NH:9][C:10]1[CH:15]=[CH:14][C:13]([NH:16][C:17]2[CH:26]=[CH:25][N:24]=[C:23]3[C:18]=2[C:19]2[CH:31]=[CH:30][C:29]([C:32](O)=[O:33])=[CH:28][C:20]=2[C:21](=[O:27])[NH:22]3)=[CH:12][CH:11]=1)(=[O:8])[C:2]1[CH:7]=[CH:6][CH:5]=[CH:4][CH:3]=1.CCN(C(C)C)C(C)C.CN(C(ON1N=NC2C=CC=NC1=2)=[N+](C)C)C.F[P-](F)(F)(F)(F)F.[CH3:68][N:69]1[CH2:74][CH2:73][NH:72][CH2:71][CH2:70]1. (7) Given the product [N:35]1([CH2:40][CH:41]([O:13][C:14]2[C:15]([CH2:25][S:26]([C:29]3[CH:34]=[CH:33][CH:32]=[CH:31][CH:30]=3)(=[O:28])=[O:27])=[C:16]3[C:21](=[CH:22][CH:23]=2)[C:20](=[O:24])[CH2:19][CH2:18][CH2:17]3)[CH:42]([CH3:44])[CH3:43])[CH:39]=[CH:38][N:37]=[CH:36]1, predict the reactants needed to synthesize it. The reactants are: N(C(OCC)=O)=NC(OCC)=O.[OH:13][C:14]1[C:15]([CH2:25][S:26]([C:29]2[CH:34]=[CH:33][CH:32]=[CH:31][CH:30]=2)(=[O:28])=[O:27])=[C:16]2[C:21](=[CH:22][CH:23]=1)[C:20](=[O:24])[CH2:19][CH2:18][CH2:17]2.[N:35]1([CH2:40][CH:41](O)[CH:42]([CH3:44])[CH3:43])[CH:39]=[CH:38][N:37]=[CH:36]1.C1(P(C2C=CC=CC=2)C2C=CC=CC=2)C=CC=CC=1.